This data is from Merck oncology drug combination screen with 23,052 pairs across 39 cell lines. The task is: Regression. Given two drug SMILES strings and cell line genomic features, predict the synergy score measuring deviation from expected non-interaction effect. (1) Drug 1: O=c1[nH]cc(F)c(=O)[nH]1. Drug 2: CCc1cnn2c(NCc3ccc[n+]([O-])c3)cc(N3CCCCC3CCO)nc12. Cell line: PA1. Synergy scores: synergy=-5.73. (2) Drug 1: COc1cc(C2c3cc4c(cc3C(OC3OC5COC(C)OC5C(O)C3O)C3COC(=O)C23)OCO4)cc(OC)c1O. Drug 2: Cn1nnc2c(C(N)=O)ncn2c1=O. Cell line: SKMEL30. Synergy scores: synergy=21.2. (3) Drug 1: CCC1(O)CC2CN(CCc3c([nH]c4ccccc34)C(C(=O)OC)(c3cc4c(cc3OC)N(C)C3C(O)(C(=O)OC)C(OC(C)=O)C5(CC)C=CCN6CCC43C65)C2)C1. Drug 2: Cn1cc(-c2cnn3c(N)c(Br)c(C4CCCNC4)nc23)cn1. Cell line: NCIH520. Synergy scores: synergy=-7.33.